Dataset: Reaction yield outcomes from USPTO patents with 853,638 reactions. Task: Predict the reaction yield, written as a fraction of the theoretical maximum amount of product (1.0 means a 100% yield; for example, 0.34 means a 34% yield). (1) The reactants are [C:1]([NH:24][C@@H:25]([CH2:30][CH2:31][CH2:32][CH2:33][NH:34][C:35](=[O:57])[CH2:36][CH2:37]/[CH:38]=[CH:39]\[CH2:40]/[CH:41]=[CH:42]\[CH2:43]/[CH:44]=[CH:45]\[CH2:46]/[CH:47]=[CH:48]\[CH2:49]/[CH:50]=[CH:51]\[CH2:52]/[CH:53]=[CH:54]\[CH2:55][CH3:56])[C:26]([O:28]C)=[O:27])(=[O:23])[CH2:2][CH2:3]/[CH:4]=[CH:5]\[CH2:6]/[CH:7]=[CH:8]\[CH2:9]/[CH:10]=[CH:11]\[CH2:12]/[CH:13]=[CH:14]\[CH2:15]/[CH:16]=[CH:17]\[CH2:18]/[CH:19]=[CH:20]\[CH2:21][CH3:22].[OH-].[Na+].Cl. The catalyst is C1COCC1. The product is [C:1]([NH:24][C@@H:25]([CH2:30][CH2:31][CH2:32][CH2:33][NH:34][C:35](=[O:57])[CH2:36][CH2:37]/[CH:38]=[CH:39]\[CH2:40]/[CH:41]=[CH:42]\[CH2:43]/[CH:44]=[CH:45]\[CH2:46]/[CH:47]=[CH:48]\[CH2:49]/[CH:50]=[CH:51]\[CH2:52]/[CH:53]=[CH:54]\[CH2:55][CH3:56])[C:26]([OH:28])=[O:27])(=[O:23])[CH2:2][CH2:3]/[CH:4]=[CH:5]\[CH2:6]/[CH:7]=[CH:8]\[CH2:9]/[CH:10]=[CH:11]\[CH2:12]/[CH:13]=[CH:14]\[CH2:15]/[CH:16]=[CH:17]\[CH2:18]/[CH:19]=[CH:20]\[CH2:21][CH3:22]. The yield is 0.900. (2) The reactants are [CH3:1][O:2][C:3]1[CH:4]=[C:5]2[C:10](=[CH:11][C:12]=1[O:13][CH3:14])[N:9]=[CH:8][CH:7]=[C:6]2[O:15][C:16]1[CH:22]=[CH:21][C:19]([NH2:20])=[C:18]([CH3:23])[C:17]=1[CH3:24].C1(C)C=CC=CC=1.C(N(CC)CC)C.Cl[C:40](Cl)([O:42]C(=O)OC(Cl)(Cl)Cl)Cl.[F:51][C:52]([F:63])([F:62])[C:53]1[CH:54]=[C:55]([CH:59]=[CH:60][CH:61]=1)[CH:56]([OH:58])[CH3:57]. The catalyst is C(Cl)Cl. The product is [CH3:1][O:2][C:3]1[CH:4]=[C:5]2[C:10](=[CH:11][C:12]=1[O:13][CH3:14])[N:9]=[CH:8][CH:7]=[C:6]2[O:15][C:16]1[CH:22]=[CH:21][C:19]([NH:20][C:40](=[O:42])[O:58][CH:56]([C:55]2[CH:59]=[CH:60][CH:61]=[C:53]([C:52]([F:62])([F:63])[F:51])[CH:54]=2)[CH3:57])=[C:18]([CH3:23])[C:17]=1[CH3:24]. The yield is 0.680. (3) The reactants are [CH3:1][C:2]([CH3:7])([CH3:6])[C:3]([NH2:5])=[O:4].[CH2:8]=[O:9]. The catalyst is ClCCl.[OH-].[Na+]. The product is [OH:9][CH2:8][NH:5][C:3](=[O:4])[C:2]([CH3:7])([CH3:6])[CH3:1]. The yield is 0.990. (4) The reactants are [C:1]1([C:7]2[C:16]3[C:11](=[CH:12][CH:13]=[CH:14][CH:15]=3)[N:10]=[C:9]([NH:17][CH:18]3[CH2:23][CH2:22][NH:21][CH2:20][CH2:19]3)[N:8]=2)[CH:6]=[CH:5][CH:4]=[CH:3][CH:2]=1.[CH:24]1([C:30](O)=[O:31])[CH2:29][CH2:28][CH2:27][CH2:26][CH2:25]1.C(N(CC)CC)C.F[P-](F)(F)(F)(F)F.N1(OOC(N(C)C)=[N+](C)C)C2N=CC=CC=2N=N1.[Cl-].[Li+]. The catalyst is CN(C)C=O. The product is [CH:24]1([C:30]([N:21]2[CH2:22][CH2:23][CH:18]([NH:17][C:9]3[N:8]=[C:7]([C:1]4[CH:6]=[CH:5][CH:4]=[CH:3][CH:2]=4)[C:16]4[C:11](=[CH:12][CH:13]=[CH:14][CH:15]=4)[N:10]=3)[CH2:19][CH2:20]2)=[O:31])[CH2:29][CH2:28][CH2:27][CH2:26][CH2:25]1. The yield is 0.770. (5) The product is [CH:1]([NH:4][C:5]([C:7]1[C:15]2[C:10](=[N:11][C:12]([NH:16][C:27](=[O:28])[C:24]3[CH:25]=[CH:26][C:21]([CH3:30])=[CH:22][CH:23]=3)=[CH:13][CH:14]=2)[N:9]([C:17]([CH3:18])([CH3:20])[CH3:19])[N:8]=1)=[O:6])([CH3:3])[CH3:2]. The yield is 0.440. The reactants are [CH:1]([NH:4][C:5]([C:7]1[C:15]2[C:10](=[N:11][C:12]([NH2:16])=[CH:13][CH:14]=2)[N:9]([C:17]([CH3:20])([CH3:19])[CH3:18])[N:8]=1)=[O:6])([CH3:3])[CH3:2].[C:21]1([CH3:30])[CH:26]=[CH:25][C:24]([C:27](Cl)=[O:28])=[CH:23][CH:22]=1. The catalyst is N1C=CC=CC=1. (6) The reactants are [Cl:1][C:2]1[CH:27]=[CH:26][C:5]2[N:6]([CH2:23][CH2:24]Cl)[C:7]([CH2:9][N:10]3[C:14]4=[CH:15][N:16]=[CH:17][CH:18]=[C:13]4[C:12]([S:19]([CH3:22])(=[O:21])=[O:20])=[N:11]3)=[N:8][C:4]=2[CH:3]=1.[NH:28]1[CH2:32][CH2:31][CH:30]([OH:33])[CH2:29]1. The catalyst is CC#N. The product is [Cl:1][C:2]1[CH:27]=[CH:26][C:5]2[N:6]([CH2:23][CH2:24][N:28]3[CH2:32][CH2:31][CH:30]([OH:33])[CH2:29]3)[C:7]([CH2:9][N:10]3[C:14]4=[CH:15][N:16]=[CH:17][CH:18]=[C:13]4[C:12]([S:19]([CH3:22])(=[O:21])=[O:20])=[N:11]3)=[N:8][C:4]=2[CH:3]=1. The yield is 0.0600. (7) The catalyst is C1COCC1. The yield is 0.530. The reactants are [N:1]1[C:10]2[NH:9][CH2:8][CH2:7][CH2:6][C:5]=2[CH:4]=[CH:3][C:2]=1[CH2:11][CH2:12][OH:13].[CH:27]1[CH:32]=[CH:31][C:30](P([C:27]2[CH:32]=[CH:31][CH:30]=[CH:29][CH:28]=2)[C:27]2[CH:32]=[CH:31][CH:30]=[CH:29][CH:28]=2)=[CH:29][CH:28]=1.[CH:33]1([C:36]2C=CC=C[C:37]=2[OH:42])[CH2:35][CH2:34]1.N(C(OC(C)C)=O)=NC(OC(C)C)=[O:46]. The product is [N:1]1[C:10]2[NH:9][CH2:8][CH2:7][CH2:6][C:5]=2[CH:4]=[CH:3][C:2]=1[CH2:11][CH2:12][O:13][C:30]1[CH:31]=[CH:32][C:27]([CH:35]2[CH2:34][CH:33]2[CH2:36][C:37]([OH:42])=[O:46])=[CH:28][CH:29]=1.